The task is: Predict the product of the given reaction.. This data is from Forward reaction prediction with 1.9M reactions from USPTO patents (1976-2016). (1) The product is: [C:11]([O:14][C:15]([N:8]1[CH2:7][CH2:6][NH:5][C@@H:4]([CH:1]([CH3:3])[CH3:2])[CH2:9]1)=[O:16])([CH3:13])([CH3:12])[CH3:10]. Given the reactants [CH:1]([C@H:4]1[CH2:9][NH:8][CH2:7][CH2:6][NH:5]1)([CH3:3])[CH3:2].[CH3:10][C:11]([O:14][C:15](ON=C(C1C=CC=CC=1)C#N)=[O:16])([CH3:13])[CH3:12].C(N(CC)CC)C.C(Cl)Cl.CO, predict the reaction product. (2) Given the reactants [O-:1][C:2]1[CH:7]=[CH:6][CH:5]=[CH:4][CH:3]=1.[Na+].Cl[C:10]1[CH:15]=[C:14]([NH:16][CH2:17][CH3:18])[C:13]([N+:19]([O-:21])=[O:20])=[CH:12][N:11]=1.O, predict the reaction product. The product is: [CH2:17]([NH:16][C:14]1[C:13]([N+:19]([O-:21])=[O:20])=[CH:12][N:11]=[C:10]([O:1][C:2]2[CH:7]=[CH:6][CH:5]=[CH:4][CH:3]=2)[CH:15]=1)[CH3:18]. (3) The product is: [ClH:20].[Cl:20][C:18]1[CH:17]=[CH:16][N:15]=[C:14]([N:11]2[CH2:10][CH2:9][NH:8][CH2:13][CH2:12]2)[CH:19]=1. Given the reactants C(OC([N:8]1[CH2:13][CH2:12][N:11]([C:14]2[CH:19]=[C:18]([Cl:20])[CH:17]=[CH:16][N:15]=2)[CH2:10][CH2:9]1)=O)(C)(C)C.Cl, predict the reaction product.